From a dataset of Peptide-MHC class II binding affinity with 134,281 pairs from IEDB. Regression. Given a peptide amino acid sequence and an MHC pseudo amino acid sequence, predict their binding affinity value. This is MHC class II binding data. The peptide sequence is AAFQAAHARFVAAAA. The MHC is HLA-DPA10301-DPB10402 with pseudo-sequence HLA-DPA10301-DPB10402. The binding affinity (normalized) is 0.784.